Dataset: NCI-60 drug combinations with 297,098 pairs across 59 cell lines. Task: Regression. Given two drug SMILES strings and cell line genomic features, predict the synergy score measuring deviation from expected non-interaction effect. Drug 1: C1=NC2=C(N=C(N=C2N1C3C(C(C(O3)CO)O)O)F)N. Drug 2: CC1=C(N=C(N=C1N)C(CC(=O)N)NCC(C(=O)N)N)C(=O)NC(C(C2=CN=CN2)OC3C(C(C(C(O3)CO)O)O)OC4C(C(C(C(O4)CO)O)OC(=O)N)O)C(=O)NC(C)C(C(C)C(=O)NC(C(C)O)C(=O)NCCC5=NC(=CS5)C6=NC(=CS6)C(=O)NCCC[S+](C)C)O. Cell line: A498. Synergy scores: CSS=14.1, Synergy_ZIP=-1.25, Synergy_Bliss=5.33, Synergy_Loewe=-5.93, Synergy_HSA=2.01.